Dataset: Full USPTO retrosynthesis dataset with 1.9M reactions from patents (1976-2016). Task: Predict the reactants needed to synthesize the given product. (1) Given the product [Br:5][C:6]1[CH:7]=[C:8]([CH:12]=[C:13]([Br:15])[CH:14]=1)[C:9]([O:11][C:16]([CH3:19])([CH3:18])[CH3:17])=[O:10], predict the reactants needed to synthesize it. The reactants are: C(Cl)CCl.[Br:5][C:6]1[CH:7]=[C:8]([CH:12]=[C:13]([Br:15])[CH:14]=1)[C:9]([OH:11])=[O:10].[C:16](O)([CH3:19])([CH3:18])[CH3:17]. (2) Given the product [F:14][C:12]([F:13])([F:15])[C:10]1[CH:11]=[C:7]2[C:6]([C:16]3[CH:17]=[CH:18][C:19](=[O:22])[NH:20][N:21]=3)=[CH:5][CH:4]=[C:3]([O:2][CH3:1])[N:8]2[N:9]=1, predict the reactants needed to synthesize it. The reactants are: [CH3:1][O:2][C:3]1[N:8]2[N:9]=[C:10]([C:12]([F:15])([F:14])[F:13])[CH:11]=[C:7]2[C:6]([C:16]2[CH2:17][CH2:18][C:19](=[O:22])[NH:20][N:21]=2)=[CH:5][CH:4]=1.[OH-].[Na+].Cl. (3) Given the product [NH2:12][C:8]1[CH:7]=[C:6]2[C:11]([C:2]([CH3:16])([CH3:1])[CH2:3][NH:4][C:5]2=[O:15])=[CH:10][CH:9]=1, predict the reactants needed to synthesize it. The reactants are: [CH3:1][C:2]1([CH3:16])[C:11]2[C:6](=[CH:7][C:8]([N+:12]([O-])=O)=[CH:9][CH:10]=2)[C:5](=[O:15])[NH:4][CH2:3]1.C([O-])=O.[NH4+]. (4) Given the product [Cl:3][C:4]1[CH:12]=[C:11]2[C:7]([CH:8]([CH2:14][C:15]3[CH:16]=[CH:17][C:18]([Cl:21])=[CH:19][CH:20]=3)[C:9](=[O:13])[NH:10]2)=[CH:6][CH:5]=1, predict the reactants needed to synthesize it. The reactants are: [BH4-].[Na+].[Cl:3][C:4]1[CH:12]=[C:11]2[C:7](/[C:8](=[CH:14]/[C:15]3[CH:20]=[CH:19][C:18]([Cl:21])=[CH:17][CH:16]=3)/[C:9](=[O:13])[NH:10]2)=[CH:6][CH:5]=1.O. (5) Given the product [CH2:9]1[C:10]2([CH2:15][CH2:14][N:13]([C:16]3[CH:21]=[CH:20][C:19]([N:22]4[CH:31]=[CH:30][C:29]5[C:24](=[CH:25][CH:26]=[C:27]([O:32][CH2:33][C@@H:34]6[CH2:38][CH2:37][CH2:36][O:35]6)[CH:28]=5)[C:23]4=[O:39])=[CH:18][C:17]=3[O:44][CH3:43])[CH2:12]2)[CH2:11][NH:8]1, predict the reactants needed to synthesize it. The reactants are: C(OC([N:8]1[CH2:11][C:10]2([CH2:15][CH2:14][N:13]([C:16]3[CH:21]=[CH:20][C:19]([N:22]4[CH2:31][CH2:30][C:29]5[C:24](=[CH:25][CH:26]=[C:27]([O:32][CH2:33][C@@H:34]6[CH2:38][CH2:37][CH2:36][O:35]6)[CH:28]=5)[C:23]4=[O:39])=[CH:18][C:17]=3F)[CH2:12]2)[CH2:9]1)=O)(C)(C)C.FC(F)(F)[C:43](O)=[O:44].